From a dataset of NCI-60 drug combinations with 297,098 pairs across 59 cell lines. Regression. Given two drug SMILES strings and cell line genomic features, predict the synergy score measuring deviation from expected non-interaction effect. (1) Drug 1: CN(C)N=NC1=C(NC=N1)C(=O)N. Drug 2: CC1=C(C=C(C=C1)NC(=O)C2=CC=C(C=C2)CN3CCN(CC3)C)NC4=NC=CC(=N4)C5=CN=CC=C5. Cell line: ACHN. Synergy scores: CSS=-1.91, Synergy_ZIP=-3.49, Synergy_Bliss=-5.29, Synergy_Loewe=-11.2, Synergy_HSA=-8.34. (2) Drug 1: CN(CCCl)CCCl.Cl. Drug 2: C1C(C(OC1N2C=NC(=NC2=O)N)CO)O. Cell line: COLO 205. Synergy scores: CSS=39.7, Synergy_ZIP=-1.99, Synergy_Bliss=4.39, Synergy_Loewe=-0.987, Synergy_HSA=4.69.